From a dataset of Reaction yield outcomes from USPTO patents with 853,638 reactions. Predict the reaction yield, written as a fraction of the theoretical maximum amount of product (1.0 means a 100% yield; for example, 0.34 means a 34% yield). (1) The reactants are FC(F)(F)C([NH:5][C:6]1[CH:11]=[CH:10][C:9]([S:12](=[O:20])(=[O:19])[NH:13][C:14]2[S:15][CH:16]=[CH:17][N:18]=2)=[CH:8][C:7]=1[CH3:21])=O.[OH-].[Na+].Cl. The catalyst is O. The product is [NH2:5][C:6]1[CH:11]=[CH:10][C:9]([S:12]([NH:13][C:14]2[S:15][CH:16]=[CH:17][N:18]=2)(=[O:20])=[O:19])=[CH:8][C:7]=1[CH3:21]. The yield is 0.310. (2) The reactants are [CH3:1][S:2]([C:5]1[S:6][C:7]([C:16]([OH:18])=O)=[C:8]2[C:13]=1[C:12](=[O:14])[NH:11][C:10]([CH3:15])=[N:9]2)(=[O:4])=[O:3].C1N=CN(C(N2C=NC=C2)=O)C=1.[CH:31]1([C:37]2[CH:43]=[CH:42][C:40]([NH2:41])=[CH:39][CH:38]=2)[CH2:36][CH2:35][CH2:34][CH2:33][CH2:32]1.O. The catalyst is CN(C=O)C. The product is [CH:31]1([C:37]2[CH:38]=[CH:39][C:40]([NH:41][C:16]([C:7]3[S:6][C:5]([S:2]([CH3:1])(=[O:3])=[O:4])=[C:13]4[C:12](=[O:14])[NH:11][C:10]([CH3:15])=[N:9][C:8]=34)=[O:18])=[CH:42][CH:43]=2)[CH2:32][CH2:33][CH2:34][CH2:35][CH2:36]1. The yield is 0.500. (3) The reactants are C1C=C(Cl)C=C(C(OO)=[O:9])C=1.[CH2:12]([N:16]([C:29]1[CH:34]=[CH:33][CH:32]=[CH:31][CH:30]=1)[S:17]([C:20]1[CH:25]=[CH:24][CH:23]=[CH:22][C:21]=1[N+:26]([O-:28])=[O:27])(=[O:19])=[O:18])[CH2:13][CH:14]=[CH2:15]. The catalyst is C(Cl)(Cl)Cl.O.C([O-])(O)=O.[Na+]. The product is [N+:26]([C:21]1[CH:22]=[CH:23][CH:24]=[CH:25][C:20]=1[S:17]([N:16]([CH2:12][CH2:13][CH:14]1[CH2:15][O:9]1)[C:29]1[CH:34]=[CH:33][CH:32]=[CH:31][CH:30]=1)(=[O:19])=[O:18])([O-:28])=[O:27]. The yield is 0.969. (4) The product is [CH2:1]([NH:8][C:9]([C:11]1[S:15][C:14]([C:16]2[CH:21]=[N:20][CH:19]=[C:18](/[CH:39]=[CH:38]/[C:35]3[CH:34]=[CH:33][C:32]([C:31]([F:30])([F:43])[F:44])=[CH:37][CH:36]=3)[N:17]=2)=[N:13][C:12]=1[CH3:23])=[O:10])[C:2]1[CH:7]=[CH:6][CH:5]=[CH:4][CH:3]=1. The reactants are [CH2:1]([NH:8][C:9]([C:11]1[S:15][C:14]([C:16]2[CH:21]=[N:20][CH:19]=[C:18](I)[N:17]=2)=[N:13][C:12]=1[CH3:23])=[O:10])[C:2]1[CH:7]=[CH:6][CH:5]=[CH:4][CH:3]=1.C([O-])([O-])=O.[Na+].[Na+].[F:30][C:31]([F:44])([F:43])[C:32]1[CH:37]=[CH:36][C:35](/[CH:38]=[CH:39]/B(O)O)=[CH:34][CH:33]=1.O. The catalyst is COC.C1C=CC(P(C2C=CC=CC=2)[C-]2C=CC=C2)=CC=1.C1C=CC(P(C2C=CC=CC=2)[C-]2C=CC=C2)=CC=1.Cl[Pd]Cl.[Fe+2]. The yield is 0.700. (5) The reactants are Br[C:2]1[S:19][C:5]2[C:6]3[N:14]=[CH:13][C:12]([C:15]([O:17][CH3:18])=[O:16])=[CH:11][C:7]=3[O:8][CH2:9][CH2:10][C:4]=2[CH:3]=1.[F:20][C:21]1[C:26](B(O)O)=[CH:25][CH:24]=[CH:23][N:22]=1. No catalyst specified. The product is [F:20][C:21]1[C:26]([C:2]2[S:19][C:5]3[C:6]4[N:14]=[CH:13][C:12]([C:15]([O:17][CH3:18])=[O:16])=[CH:11][C:7]=4[O:8][CH2:9][CH2:10][C:4]=3[CH:3]=2)=[CH:25][CH:24]=[CH:23][N:22]=1. The yield is 0.610. (6) The reactants are [Cl:1][C:2]1[C:3](=[O:16])[N:4]([CH:10]2[CH2:15][CH2:14][CH2:13][CH2:12][CH2:11]2)[N:5]([CH2:8][CH3:9])[C:6]=1[CH3:7].[Br:17]N1C(=O)CCC1=O. The catalyst is C(Cl)(Cl)(Cl)Cl. The product is [Br:17][CH2:7][C:6]1[N:5]([CH2:8][CH3:9])[N:4]([CH:10]2[CH2:11][CH2:12][CH2:13][CH2:14][CH2:15]2)[C:3](=[O:16])[C:2]=1[Cl:1]. The yield is 0.920. (7) The reactants are C(O[O:5][C:6]1[CH:11]=[CH:10][C:9]([Br:12])=[C:8](CC)[C:7]=1[CH:15]=[O:16])(=O)C.[Li+].[OH-:18].[CH2:19]1[CH2:23][O:22]CC1. The catalyst is O. The product is [Br:12][C:9]1[CH:10]=[CH:11][C:6]([O:5][CH2:19][C:23]([OH:18])=[O:22])=[C:7]([CH:15]=[O:16])[CH:8]=1. The yield is 0.940.